This data is from Full USPTO retrosynthesis dataset with 1.9M reactions from patents (1976-2016). The task is: Predict the reactants needed to synthesize the given product. (1) Given the product [Br:1][C:2]1[CH:7]=[CH:6][C:5]([F:8])=[C:4]([C@:19]23[CH2:20][O:21][CH2:22][CH2:23][C@H:18]2[CH2:17][O:16][NH:15]3)[CH:3]=1, predict the reactants needed to synthesize it. The reactants are: [Br:1][C:2]1[CH:7]=[CH:6][C:5]([F:8])=[C:4](Br)[CH:3]=1.C([Li])CCC.[N:15]1[O:16][CH2:17][CH:18]2[CH2:23][CH2:22][O:21][CH2:20][C:19]=12. (2) Given the product [C:13]([O:17][C:18]([N:20]1[CH2:25][CH2:24][CH:23]([N:9]2[CH:10]=[C:6]([C:4]([OH:3])=[O:5])[CH:7]=[N:8]2)[CH2:22][CH2:21]1)=[O:19])([CH3:16])([CH3:14])[CH3:15], predict the reactants needed to synthesize it. The reactants are: C([O:3][C:4]([C:6]1[CH:7]=[N:8][NH:9][CH:10]=1)=[O:5])C.[H-].[Na+].[C:13]([O:17][C:18]([N:20]1[CH2:25][CH2:24][CH:23](OS(C)(=O)=O)[CH2:22][CH2:21]1)=[O:19])([CH3:16])([CH3:15])[CH3:14].[OH-].[Na+]. (3) Given the product [Cl:37][C:32]1[CH:33]=[CH:34][CH:35]=[CH:36][C:31]=1[N:26]1[C:25]([O:24][C:19]2[CH:20]=[CH:21][CH:22]=[CH:23][C:18]=2[NH:17][C:15](=[O:16])[NH:14][C:11]2[CH:10]=[CH:9][C:8]([C:5]([CH3:6])([CH3:7])[C:4]([OH:38])=[O:3])=[CH:13][CH:12]=2)=[CH:29][C:28]([CH3:30])=[N:27]1, predict the reactants needed to synthesize it. The reactants are: C([O:3][C:4](=[O:38])[C:5]([C:8]1[CH:13]=[CH:12][C:11]([NH:14][C:15]([NH:17][C:18]2[CH:23]=[CH:22][CH:21]=[CH:20][C:19]=2[O:24][C:25]2[N:26]([C:31]3[CH:36]=[CH:35][CH:34]=[CH:33][C:32]=3[Cl:37])[N:27]=[C:28]([CH3:30])[CH:29]=2)=[O:16])=[CH:10][CH:9]=1)([CH3:7])[CH3:6])C.[Li+].[OH-]. (4) Given the product [CH3:26][O:25][C:22]1[N:23]=[C:24]2[C:19](=[CH:20][CH:21]=1)[N:18]=[CH:17][CH:16]=[C:15]2[NH:14][C:13]([C:7]1([NH2:6])[CH2:8][CH2:9][NH:10][CH2:11][CH2:12]1)=[O:27], predict the reactants needed to synthesize it. The reactants are: C(OC(=O)[NH:6][C:7]1([C:13](=[O:27])[NH:14][C:15]2[C:24]3[C:19](=[CH:20][CH:21]=[C:22]([O:25][CH3:26])[N:23]=3)[N:18]=[CH:17][CH:16]=2)[CH2:12][CH2:11][NH:10][CH2:9][CH2:8]1)C=C.C([SnH](CCCC)CCCC)CCC. (5) The reactants are: Br[C:2]1[C:10]2[N:9]3[CH2:11][CH2:12][NH:13][C:14](=[O:15])[C:8]3=[C:7]([CH3:16])[C:6]=2[CH:5]=[C:4]([Cl:17])[CH:3]=1.[Cl:18][C:19]1[N:24]=[CH:23][C:22](B(O)O)=[CH:21][CH:20]=1. Given the product [Cl:17][C:4]1[CH:3]=[C:2]([C:22]2[CH:23]=[N:24][C:19]([Cl:18])=[CH:20][CH:21]=2)[C:10]2[N:9]3[CH2:11][CH2:12][NH:13][C:14](=[O:15])[C:8]3=[C:7]([CH3:16])[C:6]=2[CH:5]=1, predict the reactants needed to synthesize it. (6) Given the product [CH3:1][O:2][C:3]1[CH:8]=[CH:7][C:6]([NH2:9])=[CH:5][C:4]=1[C:12]1[N:16]([CH3:17])[N:15]=[C:14]([C:18]([F:21])([F:19])[F:20])[CH:13]=1, predict the reactants needed to synthesize it. The reactants are: [CH3:1][O:2][C:3]1[CH:8]=[CH:7][C:6]([N+:9]([O-])=O)=[CH:5][C:4]=1[C:12]1[N:16]([CH3:17])[N:15]=[C:14]([C:18]([F:21])([F:20])[F:19])[CH:13]=1.